This data is from Forward reaction prediction with 1.9M reactions from USPTO patents (1976-2016). The task is: Predict the product of the given reaction. (1) Given the reactants Cl[C:2]1[C:12]([C:13]#[N:14])=[CH:11][C:5]([C:6]([O:8][CH2:9][CH3:10])=[O:7])=[C:4]([C:15]([F:18])([F:17])[F:16])[N:3]=1.[NH:19]1[CH2:24][CH2:23][NH:22][CH2:21][CH:20]1[CH2:25][CH2:26][C:27]([O:29][C:30]([CH3:33])([CH3:32])[CH3:31])=[O:28].C(N(CC)CC)C, predict the reaction product. The product is: [C:30]([O:29][C:27](=[O:28])[CH2:26][CH2:25][CH:20]1[NH:19][CH2:24][CH2:23][N:22]([C:2]2[C:12]([C:13]#[N:14])=[CH:11][C:5]([C:6]([O:8][CH2:9][CH3:10])=[O:7])=[C:4]([C:15]([F:18])([F:17])[F:16])[N:3]=2)[CH2:21]1)([CH3:33])([CH3:31])[CH3:32]. (2) The product is: [Cl:26][C:9]1[C:10]([C:14]2[C:19]([F:20])=[CH:18][C:17]([F:21])=[CH:16][C:15]=2[F:22])=[C:39]([Cl:40])[N:12]=[C:7]([C:2]2[CH:3]=[N:4][CH:5]=[CH:6][N:1]=2)[N:8]=1. Given the reactants [N:1]1[CH:6]=[CH:5][N:4]=[CH:3][C:2]=1[C:7]1[N:12]=C(O)[C:10]([C:14]2[C:19]([F:20])=[CH:18][C:17]([F:21])=[CH:16][C:15]=2[F:22])=[C:9](O)[N:8]=1.P(Cl)(Cl)([Cl:26])=O.C(N(CC)C(C)C)(C)C.Cl[CH2:39][Cl:40], predict the reaction product. (3) Given the reactants Cl[C:2]1[N:7]=[C:6]([NH:8][CH:9]([CH3:11])[CH3:10])[C:5]([C:12](=[O:14])[CH3:13])=[CH:4][N:3]=1.[CH3:15][S-:16].[Na+], predict the reaction product. The product is: [CH:9]([NH:8][C:6]1[C:5]([C:12](=[O:14])[CH3:13])=[CH:4][N:3]=[C:2]([S:16][CH3:15])[N:7]=1)([CH3:11])[CH3:10]. (4) Given the reactants [Br:1][C:2]1[CH:7]=[CH:6][C:5]([CH2:8]O)=[C:4]([Cl:10])[CH:3]=1.C(Br)(Br)(Br)[Br:12].C1C=CC(P(C2C=CC=CC=2)C2C=CC=CC=2)=CC=1, predict the reaction product. The product is: [Br:1][C:2]1[CH:7]=[CH:6][C:5]([CH2:8][Br:12])=[C:4]([Cl:10])[CH:3]=1. (5) Given the reactants [CH2:1]([Mg]Br)[C:2]1[CH:7]=[CH:6][CH:5]=[CH:4][CH:3]=1.[Br:10][C:11]1[CH:12]=[N:13][CH:14]=[C:15](Br)[CH:16]=1, predict the reaction product. The product is: [CH2:1]([C:15]1[CH:14]=[N:13][CH:12]=[C:11]([Br:10])[CH:16]=1)[C:2]1[CH:7]=[CH:6][CH:5]=[CH:4][CH:3]=1. (6) Given the reactants [CH3:1][O:2][C:3]([C:5]1[CH:10]=[C:9]([Br:11])[C:8](=[O:12])[N:7]([CH2:13][CH:14]2[CH2:18][CH2:17][CH2:16][CH2:15]2)[C:6]=1[CH2:19]Br)=[O:4].[CH3:21][O:22][C:23](=[O:36])[CH2:24][NH:25][S:26]([C:29]1[CH:34]=[CH:33][C:32]([CH3:35])=[CH:31][CH:30]=1)(=[O:28])=[O:27].[I-].[Na+].C(=O)([O-])[O-].[K+].[K+], predict the reaction product. The product is: [CH3:1][O:2][C:3]([C:5]1[CH:10]=[C:9]([Br:11])[C:8](=[O:12])[N:7]([CH2:13][CH:14]2[CH2:18][CH2:17][CH2:16][CH2:15]2)[C:6]=1[CH2:19][N:25]([CH2:24][C:23]([O:22][CH3:21])=[O:36])[S:26]([C:29]1[CH:30]=[CH:31][C:32]([CH3:35])=[CH:33][CH:34]=1)(=[O:28])=[O:27])=[O:4].